Dataset: NCI-60 drug combinations with 297,098 pairs across 59 cell lines. Task: Regression. Given two drug SMILES strings and cell line genomic features, predict the synergy score measuring deviation from expected non-interaction effect. (1) Drug 1: CC12CCC(CC1=CCC3C2CCC4(C3CC=C4C5=CN=CC=C5)C)O. Drug 2: CN(C(=O)NC(C=O)C(C(C(CO)O)O)O)N=O. Cell line: T-47D. Synergy scores: CSS=0.815, Synergy_ZIP=0.879, Synergy_Bliss=-8.15, Synergy_Loewe=-7.61, Synergy_HSA=-7.45. (2) Drug 1: CC(CN1CC(=O)NC(=O)C1)N2CC(=O)NC(=O)C2. Drug 2: CCC(=C(C1=CC=CC=C1)C2=CC=C(C=C2)OCCN(C)C)C3=CC=CC=C3.C(C(=O)O)C(CC(=O)O)(C(=O)O)O. Cell line: U251. Synergy scores: CSS=33.3, Synergy_ZIP=-4.68, Synergy_Bliss=2.07, Synergy_Loewe=2.29, Synergy_HSA=1.99. (3) Drug 1: C(=O)(N)NO. Drug 2: C1CN(P(=O)(OC1)NCCCl)CCCl. Cell line: MDA-MB-435. Synergy scores: CSS=3.81, Synergy_ZIP=-1.22, Synergy_Bliss=-2.27, Synergy_Loewe=0.383, Synergy_HSA=-2.50. (4) Drug 1: CCN(CC)CCNC(=O)C1=C(NC(=C1C)C=C2C3=C(C=CC(=C3)F)NC2=O)C. Drug 2: C1C(C(OC1N2C=NC3=C2NC=NCC3O)CO)O. Cell line: SK-OV-3. Synergy scores: CSS=1.45, Synergy_ZIP=1.92, Synergy_Bliss=2.96, Synergy_Loewe=-7.31, Synergy_HSA=-4.45. (5) Drug 1: CC1OCC2C(O1)C(C(C(O2)OC3C4COC(=O)C4C(C5=CC6=C(C=C35)OCO6)C7=CC(=C(C(=C7)OC)O)OC)O)O. Drug 2: C1CN1P(=S)(N2CC2)N3CC3. Cell line: SR. Synergy scores: CSS=69.1, Synergy_ZIP=-1.67, Synergy_Bliss=-3.39, Synergy_Loewe=-4.20, Synergy_HSA=-1.26. (6) Drug 1: CN1CCC(CC1)COC2=C(C=C3C(=C2)N=CN=C3NC4=C(C=C(C=C4)Br)F)OC. Drug 2: C1=CC(=CC=C1CC(C(=O)O)N)N(CCCl)CCCl.Cl. Cell line: NCI-H226. Synergy scores: CSS=8.60, Synergy_ZIP=-3.97, Synergy_Bliss=-5.49, Synergy_Loewe=-7.25, Synergy_HSA=-5.76. (7) Drug 1: C1=CC(=CC=C1CCCC(=O)O)N(CCCl)CCCl. Drug 2: C1CN(CCN1C(=O)CCBr)C(=O)CCBr. Cell line: HL-60(TB). Synergy scores: CSS=63.9, Synergy_ZIP=4.01, Synergy_Bliss=5.82, Synergy_Loewe=-4.65, Synergy_HSA=4.62.